Dataset: Forward reaction prediction with 1.9M reactions from USPTO patents (1976-2016). Task: Predict the product of the given reaction. (1) Given the reactants [NH2:1][C:2]1[CH:7]=[CH:6][C:5]([C:8]2[CH:13]=[CH:12][CH:11]=[C:10]([Cl:14])[CH:9]=2)=[CH:4][C:3]=1[C:15]([CH:17]1[CH2:19][CH2:18]1)=[O:16].[C:20]([Mg]Br)#[C:21][CH3:22], predict the reaction product. The product is: [NH2:1][C:2]1[CH:7]=[CH:6][C:5]([C:8]2[CH:13]=[CH:12][CH:11]=[C:10]([Cl:14])[CH:9]=2)=[CH:4][C:3]=1[C:15]([CH:17]1[CH2:18][CH2:19]1)([C:20]#[C:21][CH3:22])[OH:16]. (2) Given the reactants C(O[C:4](=[O:26])[CH2:5][CH:6]1[CH2:11][N:10](CC2C=CC=CC=2)[CH2:9][CH:8]([CH2:19][C:20]([O:22][CH2:23][CH3:24])=[O:21])[N:7]1[CH3:25])C.C(O)(C(F)(F)F)=O.C(O[K])(C)(C)C.CC(O)=O.CCN(C(C)C)C(C)C.[CH3:65][C:64]([O:63][C:61](O[C:61]([O:63][C:64]([CH3:67])([CH3:66])[CH3:65])=[O:62])=[O:62])([CH3:67])[CH3:66], predict the reaction product. The product is: [CH2:23]([O:22][C:20]([CH:19]1[C:4](=[O:26])[CH2:5][CH:6]2[N:7]([CH3:25])[CH:8]1[CH2:9][N:10]([C:61]([O:63][C:64]([CH3:65])([CH3:66])[CH3:67])=[O:62])[CH2:11]2)=[O:21])[CH3:24]. (3) Given the reactants [CH2:1]1[CH:5]2[CH:6]3C=CC([CH:4]2[CH:3]=[CH:2]1)C3.C[SiH:12]([Cl:14])[Cl:13].CCCCCCCCCCCCCCCC, predict the reaction product. The product is: [CH:5]1([CH2:6][SiH:12]([Cl:14])[Cl:13])[CH2:4][CH2:3][CH:2]=[CH:1]1. (4) Given the reactants [Cl:1][C:2]1[CH:3]=[CH:4][C:5]2[O:9][C:8]([CH2:10][NH:11][C:12]([C:14]([O:16]CC)=[O:15])=[O:13])=[CH:7][C:6]=2[CH:19]=1.O.[OH-].[Li+:22], predict the reaction product. The product is: [Cl:1][C:2]1[CH:3]=[CH:4][C:5]2[O:9][C:8]([CH2:10][NH:11][C:12]([C:14]([O:16][Li:22])=[O:15])=[O:13])=[CH:7][C:6]=2[CH:19]=1. (5) Given the reactants [CH2:1]([N:4]1[C:13]([C:14]#[N:15])=[C:12]([C:16]2[CH:21]=[CH:20][CH:19]=[CH:18][CH:17]=2)[C:11]2[C:6](=[CH:7][CH:8]=[C:9]([O:22][CH3:23])[CH:10]=2)[C:5]1=[O:24])[CH:2]=C.C[N+]1([O-])CC[O:29]CC1.[C:33]([O-:36])(O)=O.[Na+].[O-]S([O-])=O.[Na+].[Na+], predict the reaction product. The product is: [OH:29][CH:2]([CH2:33][OH:36])[CH2:1][N:4]1[C:13]([C:14]#[N:15])=[C:12]([C:16]2[CH:17]=[CH:18][CH:19]=[CH:20][CH:21]=2)[C:11]2[C:6](=[CH:7][CH:8]=[C:9]([O:22][CH3:23])[CH:10]=2)[C:5]1=[O:24]. (6) Given the reactants [NH2:1][C:2]1[N:3]=[CH:4][C:5]([C:8]2[C:9]([F:19])=[C:10]([OH:18])[C:11]([CH:14]3[CH2:17][CH2:16][CH2:15]3)=[CH:12][CH:13]=2)=[N:6][CH:7]=1.Cl[C:21]1[N:26]=[CH:25][N:24]=[C:23]([N:27]([CH3:29])[CH3:28])[CH:22]=1, predict the reaction product. The product is: [NH2:1][C:2]1[N:3]=[CH:4][C:5]([C:8]2[C:9]([F:19])=[C:10]([C:11]([CH:14]3[CH2:15][CH2:16][CH2:17]3)=[CH:12][CH:13]=2)[O:18][C:25]2[N:24]=[C:23]([N:27]([CH3:29])[CH3:28])[CH:22]=[CH:21][N:26]=2)=[N:6][CH:7]=1.